From a dataset of Retrosynthesis with 50K atom-mapped reactions and 10 reaction types from USPTO. Predict the reactants needed to synthesize the given product. (1) Given the product Cc1cc(SCC=C(c2ccc(Cl)cc2)c2ccc(Cl)cc2)ccc1OCC(=O)O, predict the reactants needed to synthesize it. The reactants are: COC(=O)COc1ccc(SCC=C(c2ccc(Cl)cc2)c2ccc(Cl)cc2)cc1C. (2) Given the product COc1ccc(C(OC(=O)N[C@H]2C[N+]3(CC(=O)c4cccs4)CCC2CC3)c2ccccc2)cc1, predict the reactants needed to synthesize it. The reactants are: COc1ccc(C(OC(=O)N[C@H]2CN3CCC2CC3)c2ccccc2)cc1.O=C(CCl)c1cccs1.